Dataset: hERG Central: cardiac toxicity at 1µM, 10µM, and general inhibition. Task: Predict hERG channel inhibition at various concentrations. (1) The molecule is C=C(C)c1cccc(C(C)(C)NC(=O)NC2CCN(Cc3ccccc3)CC2)c1.Cl. Results: hERG_inhib (hERG inhibition (general)): blocker. (2) The drug is CCOc1ccc(NC(=O)CN2CCN(CC(=O)Nc3cccc(F)c3)CC2)cc1. Results: hERG_inhib (hERG inhibition (general)): blocker. (3) The molecule is COCCNc1nc(SCC(=O)N2CCN(c3ccccc3)CC2)nc2ccccc12. Results: hERG_inhib (hERG inhibition (general)): blocker. (4) The molecule is COc1ccc(-c2nn(C)c(=O)c3ccccc23)cc1CNC(=O)C1CCCCC1. Results: hERG_inhib (hERG inhibition (general)): blocker. (5) The drug is Cc1ccc(CNC(=O)c2cc3c(=O)n4ccccc4nc3n(Cc3ccco3)c2=N)cc1. Results: hERG_inhib (hERG inhibition (general)): blocker.